This data is from Forward reaction prediction with 1.9M reactions from USPTO patents (1976-2016). The task is: Predict the product of the given reaction. (1) Given the reactants [CH3:1][O:2][C:3](=[O:19])[C@@H:4]([N:6]1[CH:10]=[CH:9][C:8]([C:11]([CH:13]2[CH2:18][CH2:17][CH2:16][CH2:15][CH2:14]2)=[O:12])=[CH:7]1)[CH3:5].[CH3:20][C:21]1[O:25][C:24]([C:26]2[CH:31]=[CH:30][CH:29]=[CH:28][CH:27]=2)=[N:23][C:22]=1[CH2:32][CH2:33][OH:34], predict the reaction product. The product is: [CH3:1][O:2][C:3](=[O:19])[C@@H:4]([N:6]1[CH:10]=[CH:9][C:8]([C:11]([CH:13]2[CH2:14][CH2:15][CH2:16][CH2:17][CH2:18]2)=[O:12])=[CH:7]1)[CH2:5][C:13]1[CH:18]=[CH:17][C:16]([O:34][CH2:33][CH2:32][C:22]2[N:23]=[C:24]([C:26]3[CH:31]=[CH:30][CH:29]=[CH:28][CH:27]=3)[O:25][C:21]=2[CH3:20])=[CH:15][CH:14]=1. (2) Given the reactants [CH:1](=O)[C:2]1[CH:7]=[CH:6][CH:5]=[CH:4][CH:3]=1.[CH3:9][O:10][CH:11]([O:15][CH3:16])[CH2:12][C:13]#[N:14].C[O-].[Na+], predict the reaction product. The product is: [CH3:9][O:10][CH:11]([O:15][CH3:16])[C:12](=[CH:1][C:2]1[CH:7]=[CH:6][CH:5]=[CH:4][CH:3]=1)[C:13]#[N:14]. (3) Given the reactants [C:1]([O:5][C:6]([NH:8][C@H:9]1[CH2:13][C@@:12]([CH2:17][CH2:18][O:19][Si:20]([C:23]([CH3:26])([CH3:25])[CH3:24])([CH3:22])[CH3:21])([C:14]([OH:16])=O)[CH:11]=[CH:10]1)=[O:7])([CH3:4])([CH3:3])[CH3:2].C1C=C2N=NN(O)C2=CC=1.O.CCN=C=NCCCN(C)C.CCN(C(C)C)C(C)C.Cl.Cl.[F:60][C:61]([F:73])([F:72])[C:62]1[CH:63]=[N:64][C:65]2[CH2:66][CH2:67][NH:68][CH2:69][C:70]=2[CH:71]=1.C([O-])(O)=O.[Na+], predict the reaction product. The product is: [Si:20]([O:19][CH2:18][CH2:17][C@@:12]1([C:14]([N:68]2[CH2:67][CH2:66][C:65]3[N:64]=[CH:63][C:62]([C:61]([F:60])([F:72])[F:73])=[CH:71][C:70]=3[CH2:69]2)=[O:16])[CH2:13][C@H:9]([NH:8][C:6](=[O:7])[O:5][C:1]([CH3:4])([CH3:2])[CH3:3])[CH:10]=[CH:11]1)([C:23]([CH3:26])([CH3:25])[CH3:24])([CH3:21])[CH3:22]. (4) Given the reactants [CH2:1]([O:3][C:4](=[O:17])[CH2:5][NH:6][C:7]1[CH:16]=[CH:15][CH:14]=[CH:13][C:8]=1[C:9](OC)=[O:10])[CH3:2].[Na], predict the reaction product. The product is: [OH:10][C:9]1[C:8]2[C:7](=[CH:16][CH:15]=[CH:14][CH:13]=2)[NH:6][C:5]=1[C:4]([O:3][CH2:1][CH3:2])=[O:17]. (5) Given the reactants O=[C:2]1[C@@H:11]2[CH2:12][N:13]([C:15](OC(C)(C)C)=O)[CH2:14][C@H:10]2[C:9]2[C:4]3=[C:5]([CH2:22][CH2:23][CH2:24][N:3]13)[CH:6]=[CH:7][CH:8]=2.C=O.C(O[BH-](OC(=O)C)OC(=O)C)(=O)C.[Na+].C(O)(=O)C.[ClH:45], predict the reaction product. The product is: [ClH:45].[ClH:45].[CH3:15][N:13]1[CH2:14][C@@H:10]2[C@H:11]([CH2:2][N:3]3[CH2:24][CH2:23][CH2:22][C:5]4[CH:6]=[CH:7][CH:8]=[C:9]2[C:4]3=4)[CH2:12]1. (6) Given the reactants [CH:1]([OH:7])(O)[CH2:2][CH2:3][CH2:4][CH3:5].C[Sn](Cl)(Cl)C.[C:13]([O-:16])([O-])=[O:14].[K+].[K+].C(Cl)(=O)[C:20]1[CH:25]=[CH:24][CH:23]=[CH:22][CH:21]=1, predict the reaction product. The product is: [C:13]([O:16][CH2:5][CH2:4][CH2:3][CH2:2][CH2:1][OH:7])(=[O:14])[C:20]1[CH:25]=[CH:24][CH:23]=[CH:22][CH:21]=1.